From a dataset of Retrosynthesis with 50K atom-mapped reactions and 10 reaction types from USPTO. Predict the reactants needed to synthesize the given product. (1) Given the product CC(C)COc1cccc(CN2CCC(O)C2)c1, predict the reactants needed to synthesize it. The reactants are: CC(C)COc1cccc(C=O)c1.OC1CCNC1. (2) Given the product CCn1ncc2c(NC3CCC(=O)CC3)c(C3=NOC(CO)(CO)C3)cnc21, predict the reactants needed to synthesize it. The reactants are: CCn1ncc2c(NC3CCC(O)CC3)c(C3=NOC(CO)(CO)C3)cnc21.